Dataset: Full USPTO retrosynthesis dataset with 1.9M reactions from patents (1976-2016). Task: Predict the reactants needed to synthesize the given product. (1) Given the product [CH3:3][O:4][CH2:5][C:6]1([C:16]([OH:18])=[O:17])[CH2:11][CH2:10][CH:9]([C:12]([OH:14])=[O:13])[CH2:8][CH2:7]1, predict the reactants needed to synthesize it. The reactants are: [OH-].[Li+].[CH3:3][O:4][CH2:5][C:6]1([C:16]([O:18]C)=[O:17])[CH2:11][CH2:10][CH:9]([C:12]([O:14]C)=[O:13])[CH2:8][CH2:7]1.Cl. (2) Given the product [CH2:44]([N:41]1[CH2:42][CH2:43][N:38]([CH2:37][C@H:34]2[CH2:35][CH2:36][C@@H:32]([NH:31][C:30]([C@:14]34[CH2:26][CH2:25][C@@H:24]([C:27]([CH3:29])=[CH2:28])[C@@H:15]3[C@@H:16]3[C@@:11]([CH3:47])([CH2:12][CH2:13]4)[C@@:10]4([CH3:48])[C@@H:19]([C@:20]5([CH3:23])[C@@H:7]([CH2:8][CH2:9]4)[C:6]([CH3:49])([CH3:50])[C@@H:5]([OH:4])[CH2:22][CH2:21]5)[CH2:18][CH2:17]3)=[O:46])[CH2:33]2)[CH2:39][CH2:40]1)[CH3:45], predict the reactants needed to synthesize it. The reactants are: C([O:4][CH:5]1[CH2:22][CH2:21][C:20]2([CH3:23])[CH:7]([CH2:8][CH2:9][C:10]3([CH3:48])[CH:19]2[CH2:18][CH2:17][CH:16]2[C:11]3([CH3:47])[CH2:12][CH2:13][C:14]3([C:30](=[O:46])[NH:31][C@@H:32]4[CH2:36][CH2:35][C@H:34]([CH2:37][N:38]5[CH2:43][CH2:42][N:41]([CH2:44][CH3:45])[CH2:40][CH2:39]5)[CH2:33]4)[CH2:26][CH2:25][CH:24]([C:27]([CH3:29])=[CH2:28])[CH:15]32)[C:6]1([CH3:50])[CH3:49])(=O)C.C1COCC1.[OH-].[Na+]. (3) Given the product [CH:1]1([C:4]2[NH:8][N:7]=[C:6]([NH:9][C:10]3[C:17]([F:18])=[CH:16][C:13]([C:14]([NH2:15])=[O:29])=[C:12]([NH:19][C@H:20]([C:22]4[CH:27]=[CH:26][C:25]([F:28])=[CH:24][CH:23]=4)[CH3:21])[N:11]=3)[CH:5]=2)[CH2:3][CH2:2]1, predict the reactants needed to synthesize it. The reactants are: [CH:1]1([C:4]2[NH:8][N:7]=[C:6]([NH:9][C:10]3[C:17]([F:18])=[CH:16][C:13]([C:14]#[N:15])=[C:12]([NH:19][C@H:20]([C:22]4[CH:27]=[CH:26][C:25]([F:28])=[CH:24][CH:23]=4)[CH3:21])[N:11]=3)[CH:5]=2)[CH2:3][CH2:2]1.[OH-:29].[K+].OO. (4) Given the product [F:7][C:8]1[CH:9]=[CH:10][C:11]([N:14]2[C:22]3[C:17](=[CH:18][C:19]([O:23][C@H:24]([C:28]4[CH:33]=[CH:32][CH:31]=[C:30]([O:34][CH3:35])[CH:29]=4)[C@@H:25]([NH:27][C:3](=[O:4])[C@H:2]([OH:1])[CH3:6])[CH3:26])=[CH:20][CH:21]=3)[CH:16]=[N:15]2)=[CH:12][CH:13]=1, predict the reactants needed to synthesize it. The reactants are: [OH:1][C@H:2]([CH3:6])[C:3](O)=[O:4].[F:7][C:8]1[CH:13]=[CH:12][C:11]([N:14]2[C:22]3[C:17](=[CH:18][C:19]([O:23][C@H:24]([C:28]4[CH:33]=[CH:32][CH:31]=[C:30]([O:34][CH3:35])[CH:29]=4)[C@@H:25]([NH2:27])[CH3:26])=[CH:20][CH:21]=3)[CH:16]=[N:15]2)=[CH:10][CH:9]=1. (5) Given the product [CH3:2][C:3]1[CH:4]=[C:5]2[C:11]([CH2:12][NH:13][C:31]([C:29]3[N:28]=[N:27][N:26]([CH2:25][C:20]4[CH:21]=[C:22]5[C:17](=[CH:18][CH:19]=4)[N:16]=[C:15]([CH3:14])[CH:24]=[CH:23]5)[CH:30]=3)=[O:32])=[CH:10][NH:9][C:6]2=[N:7][CH:8]=1, predict the reactants needed to synthesize it. The reactants are: Cl.[CH3:2][C:3]1[CH:4]=[C:5]2[C:11]([CH2:12][NH2:13])=[CH:10][NH:9][C:6]2=[N:7][CH:8]=1.[CH3:14][C:15]1[CH:24]=[CH:23][C:22]2[C:17](=[CH:18][CH:19]=[C:20]([CH2:25][N:26]3[CH:30]=[C:29]([C:31](O)=[O:32])[N:28]=[N:27]3)[CH:21]=2)[N:16]=1.CCCP(=O)=O.CCOC(C)=O.CCN(C(C)C)C(C)C.